Dataset: Catalyst prediction with 721,799 reactions and 888 catalyst types from USPTO. Task: Predict which catalyst facilitates the given reaction. Reactant: [Br:1][C:2]1[CH:7]=[CH:6][C:5]([CH2:8][CH:9]=O)=[C:4]([NH:11][CH:12]2[CH2:17][CH2:16][O:15][CH2:14][CH2:13]2)[CH:3]=1. Product: [Br:1][C:2]1[CH:3]=[C:4]2[C:5]([CH:8]=[CH:9][N:11]2[CH:12]2[CH2:17][CH2:16][O:15][CH2:14][CH2:13]2)=[CH:6][CH:7]=1. The catalyst class is: 209.